This data is from Catalyst prediction with 721,799 reactions and 888 catalyst types from USPTO. The task is: Predict which catalyst facilitates the given reaction. (1) Reactant: Cl.O1CCOCC1.[OH:8][CH2:9][C:10]1([CH2:23][O:24][CH3:25])[CH2:15][CH2:14][N:13](C(OC(C)(C)C)=O)[CH2:12][CH2:11]1. Product: [CH3:25][O:24][CH2:23][C:10]1([CH2:9][OH:8])[CH2:15][CH2:14][NH:13][CH2:12][CH2:11]1. The catalyst class is: 2. (2) The catalyst class is: 8. Product: [F:16][C:2]([F:1])([C:8]1[C:13]([F:14])=[CH:12][C:11]([CH3:15])=[CH:10][N:9]=1)[CH2:3][OH:4]. Reactant: [F:1][C:2]([F:16])([C:8]1[C:13]([F:14])=[CH:12][C:11]([CH3:15])=[CH:10][N:9]=1)[C:3](OCC)=[O:4].[BH4-].[Na+]. (3) Reactant: [CH2:1]([O:8][C:9]1[C:14]([C:15]2[CH:20]=[CH:19][CH:18]=[CH:17][CH:16]=2)=[CH:13][CH:12]=[CH:11][C:10]=1[C:21]1[CH:26]=[CH:25][CH:24]=[C:23]([C:27]([C:30]2[CH:35]=[CH:34][CH:33]=[CH:32][C:31]=2[O:36][CH3:37])(O)[CH3:28])[CH:22]=1)[C:2]1[CH:7]=[CH:6][CH:5]=[CH:4][CH:3]=1.C1(C)C=CC(S(O)(=O)=O)=CC=1. Product: [CH2:1]([O:8][C:9]1[C:14]([C:15]2[CH:20]=[CH:19][CH:18]=[CH:17][CH:16]=2)=[CH:13][CH:12]=[CH:11][C:10]=1[C:21]1[CH:26]=[CH:25][CH:24]=[C:23]([C:27]([C:30]2[CH:35]=[CH:34][CH:33]=[CH:32][C:31]=2[O:36][CH3:37])=[CH2:28])[CH:22]=1)[C:2]1[CH:3]=[CH:4][CH:5]=[CH:6][CH:7]=1. The catalyst class is: 133.